This data is from Reaction yield outcomes from USPTO patents with 853,638 reactions. The task is: Predict the reaction yield, written as a fraction of the theoretical maximum amount of product (1.0 means a 100% yield; for example, 0.34 means a 34% yield). (1) The reactants are CCN(CC)CC.[C:8]([O:12][C:13](=[O:42])[NH:14][C:15]1[CH:20]=[CH:19][CH:18]=[CH:17][C:16]=1[NH:21][C:22](=[O:41])[C:23]1[CH:28]=[CH:27][C:26]([CH2:29][NH:30][C:31]2[S:32][C:33]3[CH:39]=[C:38]([OH:40])[CH:37]=[CH:36][C:34]=3[N:35]=2)=[CH:25][CH:24]=1)([CH3:11])([CH3:10])[CH3:9].[NH2:43][CH2:44][CH2:45][N:46]1[CH2:51][CH2:50][O:49][CH2:48][CH2:47]1.C1C[O:55][CH2:54]C1. No catalyst specified. The product is [C:8]([O:12][C:13](=[O:42])[NH:14][C:15]1[CH:20]=[CH:19][CH:18]=[CH:17][C:16]=1[NH:21][C:22](=[O:41])[C:23]1[CH:24]=[CH:25][C:26]([CH2:29][NH:30][C:31]2[S:32][C:33]3[CH:39]=[C:38]([O:40][C:54](=[O:55])[NH:43][CH2:44][CH2:45][N:46]4[CH2:51][CH2:50][O:49][CH2:48][CH2:47]4)[CH:37]=[CH:36][C:34]=3[N:35]=2)=[CH:27][CH:28]=1)([CH3:11])([CH3:9])[CH3:10]. The yield is 0.300. (2) The yield is 0.540. The reactants are [CH2:1]([C:3]([F:31])([CH2:29][CH3:30])[CH2:4][N:5]1[CH2:10][CH2:9][CH:8]([CH2:11][O:12][C:13]2[N:14]=[CH:15][C:16]([C:19]3[CH:28]=[CH:27][C:22]([C:23]([O:25]C)=[O:24])=[CH:21][CH:20]=3)=[N:17][CH:18]=2)[CH2:7][CH2:6]1)[CH3:2].O[Li].O. The product is [CH2:1]([C:3]([F:31])([CH2:29][CH3:30])[CH2:4][N:5]1[CH2:10][CH2:9][CH:8]([CH2:11][O:12][C:13]2[N:14]=[CH:15][C:16]([C:19]3[CH:20]=[CH:21][C:22]([C:23]([OH:25])=[O:24])=[CH:27][CH:28]=3)=[N:17][CH:18]=2)[CH2:7][CH2:6]1)[CH3:2]. The catalyst is O. (3) The reactants are Cl[C:2]1[N:10]=[CH:9][N:8]=[C:7]2[C:3]=1[N:4]=[CH:5][NH:6]2.[C:11]([O:15][C:16]([N:18]1[CH2:23][CH2:22][CH:21]([NH2:24])[CH2:20][CH2:19]1)=[O:17])([CH3:14])([CH3:13])[CH3:12].C(N(C(C)C)C(C)C)C. The catalyst is C(#N)C. The product is [C:11]([O:15][C:16]([N:18]1[CH2:23][CH2:22][CH:21]([NH:24][C:2]2[N:10]=[CH:9][N:8]=[C:7]3[C:3]=2[N:4]=[CH:5][NH:6]3)[CH2:20][CH2:19]1)=[O:17])([CH3:14])([CH3:12])[CH3:13]. The yield is 0.360.